This data is from NCI-60 drug combinations with 297,098 pairs across 59 cell lines. The task is: Regression. Given two drug SMILES strings and cell line genomic features, predict the synergy score measuring deviation from expected non-interaction effect. (1) Drug 1: CC1OCC2C(O1)C(C(C(O2)OC3C4COC(=O)C4C(C5=CC6=C(C=C35)OCO6)C7=CC(=C(C(=C7)OC)O)OC)O)O. Drug 2: C1C(C(OC1N2C=NC3=C2NC=NCC3O)CO)O. Cell line: SR. Synergy scores: CSS=53.5, Synergy_ZIP=-2.66, Synergy_Bliss=-4.49, Synergy_Loewe=-29.5, Synergy_HSA=-2.75. (2) Drug 1: C1=C(C(=O)NC(=O)N1)F. Drug 2: COC1=C2C(=CC3=C1OC=C3)C=CC(=O)O2. Cell line: SN12C. Synergy scores: CSS=24.8, Synergy_ZIP=3.21, Synergy_Bliss=4.52, Synergy_Loewe=-0.617, Synergy_HSA=2.41. (3) Drug 1: COC1=C(C=C2C(=C1)N=CN=C2NC3=CC(=C(C=C3)F)Cl)OCCCN4CCOCC4. Drug 2: CCC1=C2CN3C(=CC4=C(C3=O)COC(=O)C4(CC)O)C2=NC5=C1C=C(C=C5)O. Cell line: UACC62. Synergy scores: CSS=49.0, Synergy_ZIP=3.55, Synergy_Bliss=5.78, Synergy_Loewe=4.75, Synergy_HSA=8.80. (4) Drug 1: CCCCCOC(=O)NC1=NC(=O)N(C=C1F)C2C(C(C(O2)C)O)O. Drug 2: CC=C1C(=O)NC(C(=O)OC2CC(=O)NC(C(=O)NC(CSSCCC=C2)C(=O)N1)C(C)C)C(C)C. Cell line: NCI/ADR-RES. Synergy scores: CSS=-5.82, Synergy_ZIP=-0.175, Synergy_Bliss=-6.66, Synergy_Loewe=-16.4, Synergy_HSA=-8.31. (5) Drug 1: C1CC(=O)NC(=O)C1N2C(=O)C3=CC=CC=C3C2=O. Drug 2: CC(C)NC(=O)C1=CC=C(C=C1)CNNC.Cl. Cell line: 786-0. Synergy scores: CSS=5.60, Synergy_ZIP=-2.60, Synergy_Bliss=-1.83, Synergy_Loewe=3.04, Synergy_HSA=-0.0367.